This data is from Peptide-MHC class I binding affinity with 185,985 pairs from IEDB/IMGT. The task is: Regression. Given a peptide amino acid sequence and an MHC pseudo amino acid sequence, predict their binding affinity value. This is MHC class I binding data. (1) The peptide sequence is EAVMRMGDLH. The MHC is HLA-A31:01 with pseudo-sequence HLA-A31:01. The binding affinity (normalized) is 0. (2) The MHC is HLA-A02:12 with pseudo-sequence HLA-A02:12. The binding affinity (normalized) is 0.0847. The peptide sequence is EVFEIIRSY. (3) The peptide sequence is EQKGIQAWW. The binding affinity (normalized) is 0.154. The MHC is HLA-B40:01 with pseudo-sequence HLA-B40:01. (4) The peptide sequence is LALTDVEKRI. The MHC is HLA-A68:02 with pseudo-sequence HLA-A68:02. The binding affinity (normalized) is 0.112. (5) The peptide sequence is EFFGWAEGY. The MHC is HLA-B07:02 with pseudo-sequence HLA-B07:02. The binding affinity (normalized) is 0.0847. (6) The peptide sequence is SQAFNTPAL. The MHC is BoLA-JSP.1 with pseudo-sequence BoLA-JSP.1. The binding affinity (normalized) is 0.226. (7) The MHC is Patr-B0101 with pseudo-sequence Patr-B0101. The binding affinity (normalized) is 0.380. The peptide sequence is FAVPNLQSL. (8) The peptide sequence is HPRQFLAFL. The MHC is HLA-B15:01 with pseudo-sequence HLA-B15:01. The binding affinity (normalized) is 0.217. (9) The peptide sequence is HTAWDSHWV. The MHC is HLA-B15:01 with pseudo-sequence HLA-B15:01. The binding affinity (normalized) is 0.0847. (10) The peptide sequence is FLHPKHWGT. The MHC is HLA-A69:01 with pseudo-sequence HLA-A69:01. The binding affinity (normalized) is 0.246.